From a dataset of Catalyst prediction with 721,799 reactions and 888 catalyst types from USPTO. Predict which catalyst facilitates the given reaction. (1) Reactant: [CH2:1]([C:11]1[C:18]2[S:17][C:16]3[CH:19]=[CH:20][S:21][C:15]=3[C:14]=2[S:13][CH:12]=1)[CH2:2][CH2:3][CH2:4][CH2:5][CH2:6][CH2:7][CH2:8][CH2:9][CH3:10].[Br:22]N1C(=O)CCC1=O.O. Product: [Br:22][C:12]1[S:13][C:14]2[C:15]3[S:21][CH:20]=[CH:19][C:16]=3[S:17][C:18]=2[C:11]=1[CH2:1][CH2:2][CH2:3][CH2:4][CH2:5][CH2:6][CH2:7][CH2:8][CH2:9][CH3:10]. The catalyst class is: 3. (2) Reactant: [Cl:1][C:2]1[CH:3]=[C:4]([CH:18]=[CH:19][C:20]=1[Cl:21])[O:5][CH:6]1[CH2:11][CH2:10][N:9]([CH:12]2[CH2:17][CH2:16][NH:15][CH2:14][CH2:13]2)[CH2:8][CH2:7]1.F[P-](F)(F)(F)(F)F.Br[P+](N1CCCC1)(N1CCCC1)N1CCCC1.[F:46][C:47]1[CH:48]=[CH:49][C:50]2[N:51]([CH:53]=[C:54]([C:56](O)=[O:57])[N:55]=2)[CH:52]=1.C([O-])(O)=O.[Na+]. Product: [Cl:1][C:2]1[CH:3]=[C:4]([CH:18]=[CH:19][C:20]=1[Cl:21])[O:5][CH:6]1[CH2:7][CH2:8][N:9]([CH:12]2[CH2:13][CH2:14][N:15]([C:56]([C:54]3[N:55]=[C:50]4[CH:49]=[CH:48][C:47]([F:46])=[CH:52][N:51]4[CH:53]=3)=[O:57])[CH2:16][CH2:17]2)[CH2:10][CH2:11]1. The catalyst class is: 236. (3) Reactant: C(OC(=O)[NH:7][C@H:8]([C:10]1[CH:15]=[CH:14][CH:13]=[C:12]([O:16][C:17]2[CH:22]=[N:21][CH:20]=[CH:19][N:18]=2)[CH:11]=1)[CH3:9])(C)(C)C.Cl. Product: [N:18]1[CH:19]=[CH:20][N:21]=[CH:22][C:17]=1[O:16][C:12]1[CH:11]=[C:10]([C@@H:8]([NH2:7])[CH3:9])[CH:15]=[CH:14][CH:13]=1. The catalyst class is: 12. (4) Reactant: Cl[C:2]1[N:7]=[C:6]([C:8]2[CH:13]=[C:12]([Cl:14])[CH:11]=[CH:10][C:9]=2[CH3:15])[N:5]=[C:4]([NH:16][C:17]2[CH:22]=[CH:21][C:20]([CH2:23][OH:24])=[CH:19][CH:18]=2)[N:3]=1.[C:25]([O:29][C:30]([NH:32][CH2:33][C:34]([OH:36])=O)=[O:31])([CH3:28])([CH3:27])[CH3:26].CC([N:40]=C=NC(C)C)C. Product: [NH2:40][C:2]1[N:7]=[C:6]([C:8]2[CH:13]=[C:12]([Cl:14])[CH:11]=[CH:10][C:9]=2[CH3:15])[N:5]=[C:4]([NH:16][C:17]2[CH:22]=[CH:21][C:20]([CH2:23][O:24][C:34](=[O:36])[CH2:33][NH:32][C:30]([O:29][C:25]([CH3:28])([CH3:27])[CH3:26])=[O:31])=[CH:19][CH:18]=2)[N:3]=1. The catalyst class is: 9. (5) Reactant: C([O:4][C@H:5]1[C@H:11]([O:12]C(=O)C)[C@@H:10]([O:16]C(=O)C)[C@:9]2([C:21]3[CH:26]=[CH:25][C:24]([Cl:27])=[C:23]([CH2:28][C:29]4[CH:34]=[CH:33][C:32]([O:35][C:36]5[CH:41]=[CH:40][C:39]([C:42](=[N:44][O:45][CH2:46][CH3:47])[CH3:43])=[CH:38][CH:37]=5)=[CH:31][CH:30]=4)[CH:22]=3)[O:20][C@@:6]1([CH2:48][O:49]C(=O)C)[CH2:7][O:8]2)(=O)C.CO.O.O.[OH-].[Li+]. Product: [CH2:46]([O:45][N:44]=[C:42]([C:39]1[CH:38]=[CH:37][C:36]([O:35][C:32]2[CH:31]=[CH:30][C:29]([CH2:28][C:23]3[CH:22]=[C:21]([C@@:9]45[O:20][C@@:6]([CH2:48][OH:49])([CH2:7][O:8]4)[C@@H:5]([OH:4])[C@H:11]([OH:12])[C@H:10]5[OH:16])[CH:26]=[CH:25][C:24]=3[Cl:27])=[CH:34][CH:33]=2)=[CH:41][CH:40]=1)[CH3:43])[CH3:47]. The catalyst class is: 1. (6) Reactant: Br.Br[CH2:3][C:4]([C:6]1[CH:11]=[CH:10][N:9]=[CH:8][CH:7]=1)=O.[C:12]([O:16][C:17]([N:19]1[CH2:24][CH2:23][CH:22]([O:25][CH2:26][C:27](=[S:29])[NH2:28])[CH2:21][CH2:20]1)=[O:18])([CH3:15])([CH3:14])[CH3:13]. Product: [C:12]([O:16][C:17]([N:19]1[CH2:20][CH2:21][CH:22]([O:25][CH2:26][C:27]2[S:29][CH:3]=[C:4]([C:6]3[CH:11]=[CH:10][N:9]=[CH:8][CH:7]=3)[N:28]=2)[CH2:23][CH2:24]1)=[O:18])([CH3:15])([CH3:13])[CH3:14]. The catalyst class is: 191.